From a dataset of Forward reaction prediction with 1.9M reactions from USPTO patents (1976-2016). Predict the product of the given reaction. (1) Given the reactants [OH:1][CH2:2][C:3]1[C:8]([CH3:9])=[CH:7][CH:6]=[CH:5][C:4]=1[N:10]1[C:14](=[O:15])[N:13]([CH3:16])[N:12]=[N:11]1.O1CCCC1.[H-].[Na+].[Br:24][C:25]1[CH:30]=[CH:29][CH:28]=[C:27](Br)[N:26]=1, predict the reaction product. The product is: [Br:24][C:25]1[N:26]=[C:27]([O:1][CH2:2][C:3]2[C:8]([CH3:9])=[CH:7][CH:6]=[CH:5][C:4]=2[N:10]2[C:14](=[O:15])[N:13]([CH3:16])[N:12]=[N:11]2)[CH:28]=[CH:29][CH:30]=1. (2) Given the reactants [I-].[CH3:2][S+](C)(C)=O.[H-].[Na+].[CH3:9][C:10]([C@:12]1([O:33][C:34]([CH3:36])=[O:35])[C@@:16]2([CH3:32])[CH2:17][CH2:18][C@@H:19]3[C@:29]4([CH3:30])[C:23](=[CH:24][C:25]([CH:27]=[CH:28]4)=[O:26])[C:22]([Cl:31])=[CH:21][C@H:20]3[C@@H:15]2[CH2:14][CH2:13]1)=[O:11].Cl, predict the reaction product. The product is: [CH3:9][C:10]([C@:12]1([O:33][C:34]([CH3:36])=[O:35])[C@@:16]2([CH3:32])[CH2:17][CH2:18][C@@H:19]3[C@:29]4([CH3:30])[C:23](=[CH:24][C:25]([C@H:27]5[C@@H:28]4[CH2:2]5)=[O:26])[C:22]([Cl:31])=[CH:21][C@H:20]3[C@@H:15]2[CH2:14][CH2:13]1)=[O:11]. (3) Given the reactants [H-].[Na+].CS(O[CH2:8][C:9]([CH3:37])([CH3:36])[CH:10]([C:30]1[S:31][CH:32]=[C:33]([Cl:35])[N:34]=1)[C:11]1[NH:12][C:13]([C:24]2[CH:29]=[CH:28][CH:27]=[CH:26][CH:25]=2)=[C:14]2[C:19](=[O:20])[N:18]([CH3:21])[C:17](=[O:22])[N:16]([CH3:23])[C:15]=12)(=O)=O, predict the reaction product. The product is: [Cl:35][C:33]1[N:34]=[C:30]([CH:10]2[C:11]3[N:12]([C:13]([C:24]4[CH:25]=[CH:26][CH:27]=[CH:28][CH:29]=4)=[C:14]4[C:19](=[O:20])[N:18]([CH3:21])[C:17](=[O:22])[N:16]([CH3:23])[C:15]4=3)[CH2:36][C:9]2([CH3:8])[CH3:37])[S:31][CH:32]=1.